From a dataset of Full USPTO retrosynthesis dataset with 1.9M reactions from patents (1976-2016). Predict the reactants needed to synthesize the given product. Given the product [CH:27]([NH:7][CH2:6][C:5]([O:4][CH2:2][CH3:3])=[O:8])=[O:28], predict the reactants needed to synthesize it. The reactants are: Cl.[CH2:2]([O:4][C:5](=[O:8])[CH2:6][NH2:7])[CH3:3].C1(C)C(S(O)(=O)=O)=CC=CC=1.C(N(CC)CC)C.[CH:27](OCC)=[O:28].